Task: Predict the reactants needed to synthesize the given product.. Dataset: Retrosynthesis with 50K atom-mapped reactions and 10 reaction types from USPTO (1) Given the product CCOC(=O)Cn1cc(-c2ccccc2)cc1C=O, predict the reactants needed to synthesize it. The reactants are: CCOC(=O)Cn1cc(I)cc1C=O.OB(O)c1ccccc1. (2) Given the product CN1CCC(NC(=O)c2ccc(N)c(OC(F)(F)F)c2)CC1, predict the reactants needed to synthesize it. The reactants are: CN1CCC(N)CC1.Nc1ccc(C(=O)O)cc1OC(F)(F)F. (3) Given the product NCC(=O)c1ccsc1, predict the reactants needed to synthesize it. The reactants are: CC(C)(C)OC(=O)NCC(=O)c1ccsc1. (4) The reactants are: CC(C)OC(=O)C1CNCC(C)(C)c2cc(C#N)[nH]c21.O=C(Cl)c1ccc(F)c(F)c1. Given the product CC(C)OC(=O)C1CN(C(=O)c2ccc(F)c(F)c2)CC(C)(C)c2cc(C#N)[nH]c21, predict the reactants needed to synthesize it. (5) Given the product Cc1nn(-c2ccc(C(F)(F)F)cn2)c(C)c1C(=O)N1CC2CN(CCC3(c4ccccc4)CCN(C(=O)C4CCCC4)C3)CC2C1, predict the reactants needed to synthesize it. The reactants are: Cc1nn(-c2ccc(C(F)(F)F)cn2)c(C)c1C(=O)N1CC2CN(CCC3(c4ccccc4)CCNC3)CC2C1.O=C(Cl)C1CCCC1.